From a dataset of Forward reaction prediction with 1.9M reactions from USPTO patents (1976-2016). Predict the product of the given reaction. (1) Given the reactants Cl.C[O:3][C:4](=[O:38])[C:5]1[CH:10]=[CH:9][C:8]([O:11][C:12]2[CH:17]=[CH:16][C:15]([CH2:18][C@H:19]([NH2:37])[C:20]3[N:21]([CH2:33][CH2:34][CH2:35][CH3:36])[CH:22]=[C:23]([C:25]4[CH:30]=[CH:29][C:28]([Cl:31])=[CH:27][C:26]=4[Cl:32])[N:24]=3)=[CH:14][CH:13]=2)=[CH:7][CH:6]=1.[C:39](O)(=[O:46])[C:40]1[CH:45]=[CH:44][CH:43]=[CH:42][CH:41]=1, predict the reaction product. The product is: [C:39]([NH:37][C@H:19]([C:20]1[N:21]([CH2:33][CH2:34][CH2:35][CH3:36])[CH:22]=[C:23]([C:25]2[CH:30]=[CH:29][C:28]([Cl:31])=[CH:27][C:26]=2[Cl:32])[N:24]=1)[CH2:18][C:15]1[CH:16]=[CH:17][C:12]([O:11][C:8]2[CH:9]=[CH:10][C:5]([C:4]([OH:3])=[O:38])=[CH:6][CH:7]=2)=[CH:13][CH:14]=1)(=[O:46])[C:40]1[CH:45]=[CH:44][CH:43]=[CH:42][CH:41]=1. (2) Given the reactants C([O:4][CH2:5][C:6]1[CH:11]=[C:10]([Cl:12])[CH:9]=[C:8]([Cl:13])[C:7]=1[C:14]#[N:15])(=O)C.CO.Cl, predict the reaction product. The product is: [NH2:15][CH2:14][C:7]1[C:8]([Cl:13])=[CH:9][C:10]([Cl:12])=[CH:11][C:6]=1[CH2:5][OH:4]. (3) Given the reactants [NH2:1][C@@H:2]1[CH2:6][CH2:5][N:4]([C:7]2[N:15]=[C:14]3[C:10]([N:11]=[CH:12][N:13]3[C@@H:16]3[CH2:20][C@H:19]([NH:21][C:22](=[O:25])[CH2:23][CH3:24])[C@@H:18]([OH:26])[C@H:17]3[OH:27])=[C:9]([NH:28][CH2:29][CH:30]([C:37]3[CH:42]=[CH:41][CH:40]=[CH:39][CH:38]=3)[C:31]3[CH:36]=[CH:35][CH:34]=[CH:33][CH:32]=3)[N:8]=2)[CH2:3]1.[CH3:43][S:44](Cl)(=[O:46])=[O:45], predict the reaction product. The product is: [C:31]1([CH:30]([C:37]2[CH:38]=[CH:39][CH:40]=[CH:41][CH:42]=2)[CH2:29][NH:28][C:9]2[N:8]=[C:7]([N:4]3[CH2:5][CH2:6][C@@H:2]([NH:1][S:44]([CH3:43])(=[O:46])=[O:45])[CH2:3]3)[N:15]=[C:14]3[C:10]=2[N:11]=[CH:12][N:13]3[C@@H:16]2[CH2:20][C@H:19]([NH:21][C:22](=[O:25])[CH2:23][CH3:24])[C@@H:18]([OH:26])[C@H:17]2[OH:27])[CH:32]=[CH:33][CH:34]=[CH:35][CH:36]=1. (4) Given the reactants [O:1]=[C:2]1[NH:10][C:5]2=[N:6][CH:7]=[CH:8][CH:9]=[C:4]2[C@:3]21[CH2:25][C:13]1[CH:14]=[C:15]3[C:20](=[CH:21][C:12]=1[CH2:11]2)[N:19]=[C:18]([C:22]([OH:24])=O)[CH:17]=[CH:16]3.[NH:26]1[CH2:31][CH2:30][CH:29]([N:32]2[C:37]3[CH:38]=[CH:39][CH:40]=[CH:41][C:36]=3[CH2:35][O:34][C:33]2=[O:42])[CH2:28][CH2:27]1.C(Cl)CCl.C(N(CC)CC)C, predict the reaction product. The product is: [O:42]=[C:33]1[O:34][CH2:35][C:36]2[CH:41]=[CH:40][CH:39]=[CH:38][C:37]=2[N:32]1[CH:29]1[CH2:30][CH2:31][N:26]([C:22]([C:18]2[CH:17]=[CH:16][C:15]3[C:20](=[CH:21][C:12]4[CH2:11][C@:3]5([C:4]6[C:5](=[N:6][CH:7]=[CH:8][CH:9]=6)[NH:10][C:2]5=[O:1])[CH2:25][C:13]=4[CH:14]=3)[N:19]=2)=[O:24])[CH2:27][CH2:28]1. (5) The product is: [Cl:27][C:22]1[CH:23]=[CH:24][CH:25]=[CH:26][C:21]=1[CH:11]([N:12]1[CH2:17][CH2:16][C:15]2[NH:18][CH:19]=[CH:20][C:14]=2[CH2:13]1)[CH2:10][CH2:9][CH2:8][CH2:7][CH2:6][C:5]([CH3:29])([CH3:28])[C:4]([OH:30])=[O:3]. Given the reactants C([O:3][C:4](=[O:30])[C:5]([CH3:29])([CH3:28])[CH2:6][CH2:7][CH2:8][CH2:9][CH2:10][CH:11]([C:21]1[CH:26]=[CH:25][CH:24]=[CH:23][C:22]=1[Cl:27])[N:12]1[CH2:17][CH2:16][C:15]2[NH:18][CH:19]=[CH:20][C:14]=2[CH2:13]1)C.C(O)C.[OH-].[Na+], predict the reaction product. (6) Given the reactants CCN(C(C)C)C(C)C.[C:10]1([C:16]2([C:23]3[CH:31]=[C:30]([O:32][CH2:33][C:34]4[CH:43]=[CH:42][C:41]5[C:36](=[CH:37][CH:38]=[CH:39][CH:40]=5)[N:35]=4)[CH:29]=[CH:28][C:24]=3[C:25](O)=[O:26])[CH2:21][CH:20]3[CH2:22][CH:17]2[CH2:18][CH2:19]3)[CH:15]=[CH:14][CH:13]=[CH:12][CH:11]=1.[NH2:44][CH2:45][C:46]1[CH:47]=[N:48][CH:49]=[CH:50][CH:51]=1.CN(C(ON1N=NC2C=CC=NC1=2)=[N+](C)C)C.F[P-](F)(F)(F)(F)F, predict the reaction product. The product is: [C:10]1([C:16]2([C:23]3[CH:31]=[C:30]([O:32][CH2:33][C:34]4[CH:43]=[CH:42][C:41]5[C:36](=[CH:37][CH:38]=[CH:39][CH:40]=5)[N:35]=4)[CH:29]=[CH:28][C:24]=3[C:25]([NH:44][CH2:45][C:46]3[CH:47]=[N:48][CH:49]=[CH:50][CH:51]=3)=[O:26])[CH2:21][CH:19]3[CH2:18][CH:17]2[CH2:22][CH2:20]3)[CH:15]=[CH:14][CH:13]=[CH:12][CH:11]=1. (7) Given the reactants [CH2:1]([O:5][C:6]1[N:11]=[CH:10][N:9]=[C:8]([C:12](O)([CH3:19])[C:13]2[CH:18]=[CH:17][CH:16]=[CH:15][CH:14]=2)[CH:7]=1)[C:2]#[C:3][CH3:4].FC1(F)N(C)CCN1C.O, predict the reaction product. The product is: [N:9]1[CH:8]=[CH:7][CH:6]=[N:11][CH:10]=1.[CH2:1]([O:5][C:6]1[CH:7]=[C:8]([C:12]([C:13]2[CH:14]=[CH:15][CH:16]=[CH:17][CH:18]=2)=[CH2:19])[N:9]=[CH:10][N:11]=1)[C:2]#[C:3][CH3:4]. (8) Given the reactants [F:1][C:2]1[C:7]([F:8])=[CH:6][CH:5]=[CH:4][C:3]=1[C:9]1[N:17]=[C:12]2[CH:13]=[N:14][NH:15][CH:16]=[C:11]2[N:10]=1.[CH3:18][O:19][C:20](=[O:36])[CH2:21][O:22][C:23]1[CH:28]=[CH:27][C:26]([C:29]2[CH:33]=[C:32]([CH2:34]Cl)[O:31][N:30]=2)=[CH:25][CH:24]=1, predict the reaction product. The product is: [CH3:18][O:19][C:20](=[O:36])[CH2:21][O:22][C:23]1[CH:28]=[CH:27][C:26]([C:29]2[CH:33]=[C:32]([CH2:34][N:14]3[CH:13]=[C:12]4[N:17]=[C:9]([C:3]5[CH:4]=[CH:5][CH:6]=[C:7]([F:8])[C:2]=5[F:1])[N:10]=[C:11]4[CH:16]=[N:15]3)[O:31][N:30]=2)=[CH:25][CH:24]=1. (9) Given the reactants [Cl:1][C:2]1[CH:11]=[C:10]2[C:5]([NH:6][C:7](=[O:20])[C:8]3[N:9]2[N:12]=[C:13]([C:15]([O:17]CC)=[O:16])[N:14]=3)=[CH:4][CH:3]=1.[OH-].[Na+].O, predict the reaction product. The product is: [Cl:1][C:2]1[CH:11]=[C:10]2[C:5]([NH:6][C:7](=[O:20])[C:8]3[N:9]2[N:12]=[C:13]([C:15]([OH:17])=[O:16])[N:14]=3)=[CH:4][CH:3]=1.